Predict the product of the given reaction. From a dataset of Forward reaction prediction with 1.9M reactions from USPTO patents (1976-2016). (1) Given the reactants [CH:1]([N:4]1[C:8]2[N:9]=[C:10]([C@H:14]3[C@H:18]([CH3:19])[CH2:17][NH:16][CH2:15]3)[NH:11][C:12](=[O:13])[C:7]=2[CH:6]=[N:5]1)([CH3:3])[CH3:2].[N:20]1[C:29]2[C:24](=[CH:25][C:26]([CH:30]=O)=[CH:27][CH:28]=2)[N:23]=[CH:22][CH:21]=1, predict the reaction product. The product is: [CH:1]([N:4]1[C:8]2[N:9]=[C:10]([C@H:14]3[C@H:18]([CH3:19])[CH2:17][N:16]([CH2:30][C:26]4[CH:25]=[C:24]5[C:29](=[CH:28][CH:27]=4)[N:20]=[CH:21][CH:22]=[N:23]5)[CH2:15]3)[NH:11][C:12](=[O:13])[C:7]=2[CH:6]=[N:5]1)([CH3:3])[CH3:2]. (2) Given the reactants [OH:1][CH2:2][C:3]1[CH:4]=[C:5]([CH2:9][CH2:10][CH2:11][OH:12])[CH:6]=[CH:7][CH:8]=1, predict the reaction product. The product is: [OH:12][CH2:11][CH2:10][CH2:9][C:5]1[CH:4]=[C:3]([CH:8]=[CH:7][CH:6]=1)[CH:2]=[O:1]. (3) Given the reactants [C:1]([C:3]1[CH:4]=[C:5]([CH:9]=[CH:10][C:11]=1[O:12][CH:13]([CH3:15])[CH3:14])[C:6]([OH:8])=O)#[N:2].C(Cl)(=O)C(Cl)=O.[CH2:22]([CH2:24][NH2:25])[OH:23], predict the reaction product. The product is: [C:1]([C:3]1[CH:4]=[C:5]([CH:9]=[CH:10][C:11]=1[O:12][CH:13]([CH3:15])[CH3:14])[C:6]([NH:25][CH2:24][CH2:22][OH:23])=[O:8])#[N:2]. (4) The product is: [Br:11][C:3]1[C:4]2[C:5](=[N:6][CH:7]=[CH:8][CH:9]=2)[O:10][C:2]=1[CH3:1]. Given the reactants [CH3:1][C:2]1[O:10][C:5]2=[N:6][CH:7]=[CH:8][CH:9]=[C:4]2[CH:3]=1.[Br:11]Br, predict the reaction product. (5) The product is: [Cl:13][C:14]1[C:15]([O:37][CH3:38])=[CH:16][C:17]([O:35][CH3:36])=[C:18]([CH2:20][CH2:21][C:22]2([CH:30]3[CH2:34][CH2:33][CH2:32][CH2:31]3)[O:27][C:26](=[O:28])[C:25]([CH2:2][C:3]3[NH:4][C:5](=[O:12])[C:6]4[S:11][CH:10]=[CH:9][C:7]=4[N:8]=3)=[C:24]([OH:29])[CH2:23]2)[CH:19]=1. Given the reactants Cl[CH2:2][C:3]1[NH:4][C:5](=[O:12])[C:6]2[S:11][CH:10]=[CH:9][C:7]=2[N:8]=1.[Cl:13][C:14]1[C:15]([O:37][CH3:38])=[CH:16][C:17]([O:35][CH3:36])=[C:18]([CH2:20][CH2:21][C:22]2([CH:30]3[CH2:34][CH2:33][CH2:32][CH2:31]3)[O:27][C:26](=[O:28])[CH2:25][C:24](=[O:29])[CH2:23]2)[CH:19]=1, predict the reaction product. (6) Given the reactants [C:1]([O:5][C:6]([N:8]1[CH2:13][CH2:12][N:11]([C:14](=[O:19])[CH2:15][C:16]([OH:18])=O)[CH2:10][CH2:9]1)=[O:7])([CH3:4])([CH3:3])[CH3:2].Cl.[C:21]1([CH2:27][CH2:28][CH2:29][CH:30]([NH2:40])[CH2:31][CH2:32][CH2:33][C:34]2[CH:39]=[CH:38][CH:37]=[CH:36][CH:35]=2)[CH:26]=[CH:25][CH:24]=[CH:23][CH:22]=1.C(N(CC)C(C)C)(C)C.C1CN([P+](ON2N=NC3C=CC=CC2=3)(N2CCCC2)N2CCCC2)CC1.F[P-](F)(F)(F)(F)F, predict the reaction product. The product is: [C:34]1([CH2:33][CH2:32][CH2:31][CH:30]([NH:40][C:16](=[O:18])[CH2:15][C:14]([N:11]2[CH2:10][CH2:9][N:8]([C:6]([O:5][C:1]([CH3:2])([CH3:3])[CH3:4])=[O:7])[CH2:13][CH2:12]2)=[O:19])[CH2:29][CH2:28][CH2:27][C:21]2[CH:22]=[CH:23][CH:24]=[CH:25][CH:26]=2)[CH:39]=[CH:38][CH:37]=[CH:36][CH:35]=1.